This data is from Full USPTO retrosynthesis dataset with 1.9M reactions from patents (1976-2016). The task is: Predict the reactants needed to synthesize the given product. (1) The reactants are: [CH3:1][O:2][C:3]1[CH:22]=[CH:21][C:6]([CH2:7][C@@H:8]2[C:12]3=[N:13][C:14]4[CH:19]=[CH:18][CH:17]=[CH:16][C:15]=4[N:11]3[C:10](=[O:20])[NH:9]2)=[CH:5][CH:4]=1.[F:23][C:24]([F:35])([F:34])[C:25]1[CH:30]=[CH:29][CH:28]=[CH:27][C:26]=1[CH2:31][CH2:32][NH2:33].C(O)(C(F)(F)F)=O. Given the product [NH:13]1[C:14]2[CH:19]=[CH:18][CH:17]=[CH:16][C:15]=2[N:11]=[C:12]1[C@H:8]([NH:9][C:10]([NH:33][CH2:32][CH2:31][C:26]1[CH:27]=[CH:28][CH:29]=[CH:30][C:25]=1[C:24]([F:23])([F:34])[F:35])=[O:20])[CH2:7][C:6]1[CH:5]=[CH:4][C:3]([O:2][CH3:1])=[CH:22][CH:21]=1, predict the reactants needed to synthesize it. (2) Given the product [F:1][C:2]1[CH:7]=[CH:6][C:5]([CH:8]2[CH2:13][CH2:12][N:11]([C:14]([C:16]3[C:17]([OH:24])=[C:18]([N+:25]([O-:27])=[O:26])[C:19](=[O:23])[N:20]([CH3:22])[CH:21]=3)=[O:15])[CH2:10][CH2:9]2)=[CH:4][CH:3]=1, predict the reactants needed to synthesize it. The reactants are: [F:1][C:2]1[CH:7]=[CH:6][C:5]([CH:8]2[CH2:13][CH2:12][N:11]([C:14]([C:16]3[C:17]([OH:24])=[CH:18][C:19](=[O:23])[N:20]([CH3:22])[CH:21]=3)=[O:15])[CH2:10][CH2:9]2)=[CH:4][CH:3]=1.[N+:25]([O-])([OH:27])=[O:26]. (3) Given the product [CH3:1][O:2][C:3]1[CH:8]=[C:7]([N:9]2[CH2:10][C:11]3([N:16]([CH3:17])[CH2:15][CH2:14][CH2:13]3)[CH2:12]2)[C:6]([NH2:18])=[CH:5][C:4]=1[NH:21][C:22]1[N:27]=[C:26]([C:28]2[CH:29]=[N:30][N:31]3[CH2:36][CH2:35][CH2:34][CH2:33][C:32]=23)[CH:25]=[CH:24][N:23]=1, predict the reactants needed to synthesize it. The reactants are: [CH3:1][O:2][C:3]1[CH:8]=[C:7]([N:9]2[CH2:12][C:11]3([N:16]([CH3:17])[CH2:15][CH2:14][CH2:13]3)[CH2:10]2)[C:6]([N+:18]([O-])=O)=[CH:5][C:4]=1[NH:21][C:22]1[N:27]=[C:26]([C:28]2[CH:29]=[N:30][N:31]3[CH2:36][CH2:35][CH2:34][CH2:33][C:32]=23)[CH:25]=[CH:24][N:23]=1.[NH4+].[Cl-].O. (4) Given the product [Cl:12][C:4]1[N:3]=[C:2]([NH:14][CH3:13])[C:7]([N+:8]([O-:10])=[O:9])=[C:6]([CH3:11])[CH:5]=1, predict the reactants needed to synthesize it. The reactants are: Cl[C:2]1[C:7]([N+:8]([O-:10])=[O:9])=[C:6]([CH3:11])[CH:5]=[C:4]([Cl:12])[N:3]=1.[CH3:13][NH2:14]. (5) Given the product [SH:11][C:2]1[C:3]([C:8]#[N:9])=[N:4][CH:5]=[CH:6][CH:7]=1, predict the reactants needed to synthesize it. The reactants are: Cl[C:2]1[C:3]([C:8]#[N:9])=[N:4][CH:5]=[CH:6][CH:7]=1.C[S-:11].[Na+].